From a dataset of Peptide-MHC class I binding affinity with 185,985 pairs from IEDB/IMGT. Regression. Given a peptide amino acid sequence and an MHC pseudo amino acid sequence, predict their binding affinity value. This is MHC class I binding data. The peptide sequence is LPDYGELTL. The MHC is HLA-B07:02 with pseudo-sequence HLA-B07:02. The binding affinity (normalized) is 0.610.